Dataset: Reaction yield outcomes from USPTO patents with 853,638 reactions. Task: Predict the reaction yield, written as a fraction of the theoretical maximum amount of product (1.0 means a 100% yield; for example, 0.34 means a 34% yield). The reactants are [F:1][C:2]1[CH:14]=[CH:13][C:5]2[S:6][C:7]([CH2:10][NH:11][CH3:12])=[C:8]([CH3:9])[C:4]=2[CH:3]=1.[O:15]=[C:16]1[CH2:21][O:20][C:19]2[CH:22]=[C:23](/[CH:26]=[CH:27]/[C:28]([OH:30])=O)[CH:24]=[N:25][C:18]=2[NH:17]1.ON1C2C=CC=CC=2N=N1.C(N(C(C)C)CC)(C)C.CN(C)CCCN=C=NCC. The catalyst is CN(C=O)C.O. The product is [F:1][C:2]1[CH:14]=[CH:13][C:5]2[S:6][C:7]([CH2:10][N:11]([CH3:12])[C:28](=[O:30])/[CH:27]=[CH:26]/[C:23]3[CH:24]=[N:25][C:18]4[NH:17][C:16](=[O:15])[CH2:21][O:20][C:19]=4[CH:22]=3)=[C:8]([CH3:9])[C:4]=2[CH:3]=1. The yield is 0.130.